From a dataset of Catalyst prediction with 721,799 reactions and 888 catalyst types from USPTO. Predict which catalyst facilitates the given reaction. Reactant: O=[C:2]1[CH2:7][CH2:6][N:5]([C:8]([O:10][C:11]([CH3:14])([CH3:13])[CH3:12])=[O:9])[CH2:4][CH2:3]1.[CH3:15][O:16][C:17]1[CH:24]=[CH:23][CH:22]=[CH:21][C:18]=1[CH2:19][NH2:20].C(O)(=O)C.[BH3-]C#N.[Na+]. Product: [CH3:15][O:16][C:17]1[CH:24]=[CH:23][CH:22]=[CH:21][C:18]=1[CH2:19][NH:20][CH:2]1[CH2:7][CH2:6][N:5]([C:8]([O:10][C:11]([CH3:14])([CH3:13])[CH3:12])=[O:9])[CH2:4][CH2:3]1. The catalyst class is: 24.